Predict the reaction yield, written as a fraction of the theoretical maximum amount of product (1.0 means a 100% yield; for example, 0.34 means a 34% yield). From a dataset of Reaction yield outcomes from USPTO patents with 853,638 reactions. (1) The yield is 0.570. The catalyst is O. The product is [N:40]1([CH2:7][CH2:8][O:9][C:10]2[CH:19]=[C:18]3[C:13]([C:14]([O:20][C:21]4[C:22]([CH3:31])=[N:23][C:24]5[C:29]([CH:30]=4)=[CH:28][CH:27]=[CH:26][CH:25]=5)=[CH:15][CH:16]=[N:17]3)=[CH:12][C:11]=2[O:32][CH3:33])[CH:44]=[CH:43][N:42]=[CH:41]1. The reactants are CN(C)C=O.Cl[CH2:7][CH2:8][O:9][C:10]1[CH:19]=[C:18]2[C:13]([C:14]([O:20][C:21]3[C:22]([CH3:31])=[N:23][C:24]4[C:29]([CH:30]=3)=[CH:28][CH:27]=[CH:26][CH:25]=4)=[CH:15][CH:16]=[N:17]2)=[CH:12][C:11]=1[O:32][CH3:33].C(=O)([O-])[O-].[K+].[K+].[NH:40]1[CH:44]=[CH:43][N:42]=[CH:41]1. (2) The reactants are [CH:1]1([C:4]2[C:13]([I:14])=[CH:12][C:7]([C:8]([O:10]C)=[O:9])=[C:6]([CH2:15][CH3:16])[CH:5]=2)[CH2:3][CH2:2]1.[OH-].[Na+]. The yield is 0.920. The catalyst is CO. The product is [CH:1]1([C:4]2[C:13]([I:14])=[CH:12][C:7]([C:8]([OH:10])=[O:9])=[C:6]([CH2:15][CH3:16])[CH:5]=2)[CH2:2][CH2:3]1. (3) The reactants are [C:1]([O:5][C:6]([N:8]1[CH2:13][CH2:12][CH:11]([N:14]([C@H:24]([C:27]2[CH:32]=[CH:31][CH:30]=[CH:29][CH:28]=2)[CH2:25]O)[C:15]([NH:17][C:18]2[CH:19]=[N:20][CH:21]=[CH:22][CH:23]=2)=[O:16])[CH2:10][CH2:9]1)=[O:7])([CH3:4])([CH3:3])[CH3:2].CS(Cl)(=O)=O. The catalyst is C(Cl)Cl.C(N(CC)CC)C. The product is [C:1]([O:5][C:6]([N:8]1[CH2:13][CH2:12][CH:11]([N:14]2[C@H:24]([C:27]3[CH:28]=[CH:29][CH:30]=[CH:31][CH:32]=3)[CH2:25][O:16][C:15]2=[N:17][C:18]2[CH:19]=[N:20][CH:21]=[CH:22][CH:23]=2)[CH2:10][CH2:9]1)=[O:7])([CH3:3])([CH3:4])[CH3:2]. The yield is 0.700. (4) The yield is 0.960. The reactants are [OH:1][C:2]1[CH:11]=[CH:10][C:5]2[O:6][CH2:7][CH2:8][O:9][C:4]=2[CH:3]=1.[Cl:12]N1C(=O)CCC1=O. The product is [Cl:12][C:11]1[C:2]([OH:1])=[CH:3][C:4]2[O:9][CH2:8][CH2:7][O:6][C:5]=2[CH:10]=1. The catalyst is CN(C)C=O. (5) The reactants are [Li][CH2:2][CH2:3][CH2:4][CH3:5].[NH:6]1[C:14]2[C:9](=CC(C=O)=[CH:12][CH:13]=2)[CH:8]=[CH:7]1. The catalyst is [Br-].C[P+](C1C=CC=CC=1)(C1C=CC=CC=1)C1C=CC=CC=1.C1COCC1. The product is [CH:4]([C:3]1[CH:2]=[C:9]2[C:14](=[CH:13][CH:12]=1)[NH:6][CH:7]=[CH:8]2)=[CH2:5]. The yield is 0.550. (6) The reactants are [Cl:1][C:2]1[C:17]([C:18]([F:21])([F:20])[F:19])=[CH:16][CH:15]=[CH:14][C:3]=1[CH2:4][N:5]1[C@@H:10]([CH3:11])[CH2:9][NH:8][C:7](=[O:12])[C:6]1=[O:13].C(=O)([O-])[O-].[Na+].[Na+].F[B-](F)(F)F.[CH2:33]([O+](CC)CC)[CH3:34]. The catalyst is C(Cl)Cl. The product is [Cl:1][C:2]1[C:17]([C:18]([F:21])([F:19])[F:20])=[CH:16][CH:15]=[CH:14][C:3]=1[CH2:4][N:5]1[C@@H:10]([CH3:11])[CH2:9][N:8]=[C:7]([O:12][CH2:33][CH3:34])[C:6]1=[O:13]. The yield is 0.990. (7) The reactants are [C:1]1([CH3:10])[CH:6]=[CH:5][C:4](B(O)O)=[CH:3][CH:2]=1.Br[C:12]1[CH:13]=[N:14][CH:15]=[CH:16][CH:17]=1.C([O-])([O-])=O.[Na+].[Na+]. The catalyst is C1(C)C=CC=CC=1.O.C1C=CC([P]([Pd]([P](C2C=CC=CC=2)(C2C=CC=CC=2)C2C=CC=CC=2)([P](C2C=CC=CC=2)(C2C=CC=CC=2)C2C=CC=CC=2)[P](C2C=CC=CC=2)(C2C=CC=CC=2)C2C=CC=CC=2)(C2C=CC=CC=2)C2C=CC=CC=2)=CC=1. The product is [N:14]1[CH:15]=[CH:16][CH:17]=[C:12]([C:4]2[CH:5]=[CH:6][C:1]([CH3:10])=[CH:2][CH:3]=2)[CH:13]=1. The yield is 0.900. (8) The reactants are [CH3:1][C:2]1[CH:7]=[CH:6][C:5]([S:8](Cl)(=[O:10])=[O:9])=[CH:4][CH:3]=1.[C:12]1([C:18]2([C:24]#[N:25])[CH2:23][CH2:22][NH:21][CH2:20][CH2:19]2)[CH:17]=[CH:16][CH:15]=[CH:14][CH:13]=1.C(N(CC)CC)C.O. The catalyst is ClCCl. The product is [C:12]1([C:18]2([C:24]#[N:25])[CH2:19][CH2:20][N:21]([S:8]([C:5]3[CH:6]=[CH:7][C:2]([CH3:1])=[CH:3][CH:4]=3)(=[O:10])=[O:9])[CH2:22][CH2:23]2)[CH:13]=[CH:14][CH:15]=[CH:16][CH:17]=1. The yield is 0.990. (9) The reactants are [Cl:1][C:2]1[NH:7][C:6]2=[N:8][CH:9]=[CH:10][C:5]2=[C:4]([C:11]2[O:12][CH:13]=[CH:14][CH:15]=2)[N:3]=1.[H-].[Na+].[F:18][C:19]1[CH:26]=[CH:25][CH:24]=[CH:23][C:20]=1[CH2:21]Br. The catalyst is CN(C=O)C. The product is [Cl:1][C:2]1[N:3]=[C:4]([C:11]2[O:12][CH:13]=[CH:14][CH:15]=2)[C:5]2[CH:10]=[CH:9][N:8]([CH2:21][C:20]3[CH:23]=[CH:24][CH:25]=[CH:26][C:19]=3[F:18])[C:6]=2[N:7]=1. The yield is 0.760. (10) The reactants are [NH2:1][C:2]1[CH:12]=[CH:11][C:5]([C:6]([O:8][CH2:9][CH3:10])=[O:7])=[C:4]([S:13][CH3:14])[CH:3]=1.[I:15]Cl.CC(O)=O. The yield is 0.530. The product is [NH2:1][C:2]1[C:12]([I:15])=[CH:11][C:5]([C:6]([O:8][CH2:9][CH3:10])=[O:7])=[C:4]([S:13][CH3:14])[CH:3]=1. The catalyst is C(O)(=O)C.CCOC(C)=O.